The task is: Binary Classification. Given a miRNA mature sequence and a target amino acid sequence, predict their likelihood of interaction.. This data is from Experimentally validated miRNA-target interactions with 360,000+ pairs, plus equal number of negative samples. The miRNA is hsa-miR-876-5p with sequence UGGAUUUCUUUGUGAAUCACCA. The protein sequence of the target gene is MEKPTSSTNGEKRKSPCDSNSKNDEMQETPNRDLVLEPSLKKMKTSEYSTVLVLCYRKTKKIHSNQLENDQS. Result: 0 (no interaction).